The task is: Predict the reactants needed to synthesize the given product.. This data is from Full USPTO retrosynthesis dataset with 1.9M reactions from patents (1976-2016). (1) Given the product [CH3:3][N:2]([CH2:4][C:5]1[N:6]([C:10]2[CH:11]=[C:12]([CH:13]=[C:14]([C:16]([F:19])([F:17])[F:18])[CH:15]=2)[NH2:20])[CH:7]=[CH:8][N:9]=1)[CH3:1], predict the reactants needed to synthesize it. The reactants are: [CH3:1][N:2]([CH2:4][C:5]1[N:6]([C:10]2[CH:11]=[C:12]([NH:20]C(=O)C3C=CC(C)=C(C#C[Si](C)(C)C)C=3)[CH:13]=[C:14]([C:16]([F:19])([F:18])[F:17])[CH:15]=2)[CH:7]=[CH:8][N:9]=1)[CH3:3].CN(CC1N(C2C=C(NC(=O)C3C=CC(C)=C(I)C=3)C=C(C(F)(F)F)C=2)C=CN=1)C.N#N.C(N(CC)C(C)C)(C)C.C[Si](C#C)(C)C. (2) Given the product [Cl:8][C:7]1[N:6]=[N:5][C:4]([C:9]2[C:17]3[C:12](=[N:13][CH:14]=[CH:15][CH:16]=3)[N:11]([CH2:18][C:19]3[CH:24]=[CH:23][CH:22]=[CH:21][C:20]=3[F:25])[N:10]=2)=[N:3][C:2]=1[NH2:26], predict the reactants needed to synthesize it. The reactants are: Cl[C:2]1[N:3]=[C:4]([C:9]2[C:17]3[C:12](=[N:13][CH:14]=[CH:15][CH:16]=3)[N:11]([CH2:18][C:19]3[CH:24]=[CH:23][CH:22]=[CH:21][C:20]=3[F:25])[N:10]=2)[N:5]=[N:6][C:7]=1[Cl:8].[NH3:26]. (3) Given the product [N+:1]([C:4]1[CH:12]=[CH:11][C:10]([O:13][C:14]([F:17])([F:16])[F:15])=[CH:9][C:5]=1[C:6]([NH:23][CH2:22][C:21]([O:20][CH3:19])=[O:24])=[O:8])([O-:3])=[O:2], predict the reactants needed to synthesize it. The reactants are: [N+:1]([C:4]1[CH:12]=[CH:11][C:10]([O:13][C:14]([F:17])([F:16])[F:15])=[CH:9][C:5]=1[C:6]([OH:8])=O)([O-:3])=[O:2].Cl.[CH3:19][O:20][C:21](=[O:24])[CH2:22][NH2:23].C1(N=C=NC2CCCCC2)CCCCC1.O.ON1C2C=CC=CC=2N=N1.C(=O)([O-])[O-].[K+].[K+]. (4) Given the product [CH3:28][C:23]1[C:22]([C:10]2[N:9]([C:6]3[CH:5]=[CH:4][C:3]([OH:2])=[CH:8][CH:7]=3)[C:17]3[C:12]([C:11]=2[S:18]([CH3:21])(=[O:20])=[O:19])=[CH:13][CH:14]=[CH:15][CH:16]=3)=[C:26]([CH3:27])[O:25][N:24]=1, predict the reactants needed to synthesize it. The reactants are: C[O:2][C:3]1[CH:8]=[CH:7][C:6]([N:9]2[C:17]3[C:12](=[CH:13][CH:14]=[CH:15][CH:16]=3)[C:11]([S:18]([CH3:21])(=[O:20])=[O:19])=[C:10]2[C:22]2[C:23]([CH3:28])=[N:24][O:25][C:26]=2[CH3:27])=[CH:5][CH:4]=1.B(Br)(Br)Br.O.CCOC(C)=O. (5) Given the product [CH2:1]([O:8][C:9]1[CH:14]=[C:13]([O:15][CH2:16][C:17]2[CH:18]=[CH:19][CH:20]=[CH:21][CH:22]=2)[C:12]([CH:23]([CH3:25])[CH3:24])=[CH:11][C:10]=1[C:26]1[O:30][N:29]=[C:28]([C:31]([NH:33][CH2:34][CH3:35])=[O:32])[C:27]=1[C:36]1[O:40][N:39]=[C:38]([CH:41]=[N:44][OH:45])[CH:37]=1)[C:2]1[CH:7]=[CH:6][CH:5]=[CH:4][CH:3]=1, predict the reactants needed to synthesize it. The reactants are: [CH2:1]([O:8][C:9]1[CH:14]=[C:13]([O:15][CH2:16][C:17]2[CH:22]=[CH:21][CH:20]=[CH:19][CH:18]=2)[C:12]([CH:23]([CH3:25])[CH3:24])=[CH:11][C:10]=1[C:26]1[O:30][N:29]=[C:28]([C:31]([NH:33][CH2:34][CH3:35])=[O:32])[C:27]=1[C:36]1[O:40][N:39]=[C:38]([CH:41]=O)[CH:37]=1)[C:2]1[CH:7]=[CH:6][CH:5]=[CH:4][CH:3]=1.Cl.[NH2:44][OH:45]. (6) Given the product [NH:15]1[C:11]2=[N:12][CH:13]=[CH:14][C:9]([O:8][C:7]3[CH:6]=[CH:5][C:4]([NH2:28])=[CH:3][C:2]=3[F:1])=[C:10]2[CH2:17][CH2:16]1, predict the reactants needed to synthesize it. The reactants are: [F:1][C:2]1[CH:3]=[C:4]([NH:28]S(C2C=CC(C)=CC=2)(=O)=O)[CH:5]=[CH:6][C:7]=1[O:8][C:9]1[CH:14]=[CH:13][N:12]=[C:11]2[N:15](S(C3C=CC(C)=CC=3)(=O)=O)[CH2:16][CH2:17][C:10]=12.[OH-].[Na+]. (7) Given the product [F:18][C:17]([F:20])([F:19])[C:16]1[C:11]([N:8]2[C:4]3=[N:5][CH:6]=[CH:7][C:2]([B:24]([OH:25])[OH:23])=[C:3]3[CH:10]=[N:9]2)=[N:12][CH:13]=[CH:14][CH:15]=1, predict the reactants needed to synthesize it. The reactants are: I[C:2]1[CH:7]=[CH:6][N:5]=[C:4]2[N:8]([C:11]3[C:16]([C:17]([F:20])([F:19])[F:18])=[CH:15][CH:14]=[CH:13][N:12]=3)[N:9]=[CH:10][C:3]=12.CC1(C)C(C)(C)[O:25][B:24](B2OC(C)(C)C(C)(C)O2)[O:23]1.C([O-])(=O)C.[K+].C(Cl)Cl. (8) Given the product [NH:23]1[C:3]([CH:2]([NH:5][S:6]([C:9]2[CH:14]=[CH:13][C:12]([C:15]3[CH:16]=[CH:17][C:18]([O:21][CH3:22])=[CH:19][CH:20]=3)=[CH:11][CH:10]=2)(=[O:8])=[O:7])[CH3:1])=[CH:4][N:25]=[N:24]1, predict the reactants needed to synthesize it. The reactants are: [CH3:1][CH:2]([NH:5][S:6]([C:9]1[CH:14]=[CH:13][C:12]([C:15]2[CH:20]=[CH:19][C:18]([O:21][CH3:22])=[CH:17][CH:16]=2)=[CH:11][CH:10]=1)(=[O:8])=[O:7])[C:3]#[CH:4].[N:23]([Si](C)(C)C)=[N+:24]=[N-:25].